Dataset: Forward reaction prediction with 1.9M reactions from USPTO patents (1976-2016). Task: Predict the product of the given reaction. (1) Given the reactants [CH3:1][C@H:2]1[C@@:6]([CH2:8]CC)([OH:7])[CH2:5][CH2:4][NH:3]1.[Cl:11][C:12]1[CH:19]=[C:18](F)[CH:17]=[CH:16][C:13]=1[C:14]#[N:15].C(=O)([O-])[O-].[Li+].[Li+], predict the reaction product. The product is: [Cl:11][C:12]1[CH:19]=[C:18]([N:3]2[CH2:4][CH2:5][C@@:6]([OH:7])([CH3:8])[C@@H:2]2[CH3:1])[CH:17]=[CH:16][C:13]=1[C:14]#[N:15]. (2) Given the reactants C(OC([O:6][C:7]1C=C(C[C@@](NN)(C)C(OC[O:6][C:7]2C=CC(Cl)=[CH:11][CH:12]=2)=O)C=[CH:11][C:12]=1OC(OCC)=O)=O)C.[OH:36][C:37]1C=C(C[C@@](NN)(C)C(OC[O:36][C:37]2C=CC(Cl)=[CH:41][CH:42]=2)=O)C=[CH:41][C:42]=1O.[OH:61][C:62]1[CH:63]=[C:64]([CH2:69][C@@:70]([NH:82][NH2:83])([CH3:81])[C:71]([O:73][CH2:74][C:75]2[CH:80]=[CH:79][N:78]=[CH:77][CH:76]=2)=[O:72])[CH:65]=[CH:66][C:67]=1[OH:68], predict the reaction product. The product is: [CH2:12]([C:7]([O:61][C:62]1[CH:63]=[C:64]([CH2:69][C@@:70]([NH:82][NH2:83])([CH3:81])[C:71]([O:73][CH2:74][C:75]2[CH:76]=[CH:77][N:78]=[CH:79][CH:80]=2)=[O:72])[CH:65]=[CH:66][C:67]=1[O:68][C:37]([CH2:42][CH3:41])=[O:36])=[O:6])[CH3:11]. (3) The product is: [CH2:1]([O:5][C:6]([N:8]1[CH2:13][CH2:12][C:11](=[O:14])[CH2:10][CH:9]1[C:15]([O:17][CH3:18])=[O:16])=[O:7])[C:4]1[CH:34]=[CH:35][CH:30]=[CH:31][CH:32]=1. Given the reactants [C:1]([O:5][C:6]([N:8]1[CH2:13][CH2:12][C:11](=[O:14])[CH2:10][CH:9]1[C:15]([O:17][CH3:18])=[O:16])=[O:7])([CH3:4])(C)C.O1CCOCC1.ClC(OC[C:30]1[CH:35]=[CH:34]C=[CH:32][CH:31]=1)=O.CCN(C(C)C)C(C)C, predict the reaction product. (4) Given the reactants [CH2:1]([O:8][C:9](=[O:17])[NH:10][C@H:11]1[CH2:15][CH2:14][NH:13][C:12]1=[O:16])[C:2]1[CH:7]=[CH:6][CH:5]=[CH:4][CH:3]=1.[H-].[Na+].O([C:27]1[C:36]2[C:31](=[CH:32][C:33]([CH2:37]Br)=[CH:34][CH:35]=2)[CH:30]=[CH:29][N:28]=1)C1C=CC=CC=1.[NH4+].[Cl-:40], predict the reaction product. The product is: [CH2:1]([O:8][C:9](=[O:17])[NH:10][C@H:11]1[CH2:15][CH2:14][N:13]([CH2:37][C:33]2[CH:32]=[C:31]3[C:36](=[CH:35][CH:34]=2)[C:27]([Cl:40])=[N:28][CH:29]=[CH:30]3)[C:12]1=[O:16])[C:2]1[CH:3]=[CH:4][CH:5]=[CH:6][CH:7]=1. (5) Given the reactants Br[C:2]1[C:7]([N:8](COC)[S:9]([C:12]2[CH:17]=[CH:16][C:15]([C:18]([CH3:21])([CH3:20])[CH3:19])=[CH:14][CH:13]=2)(=[O:11])=[O:10])=[CH:6][C:5]([Cl:25])=[CH:4][N:3]=1.CON(C)[C:29](=[O:37])[C:30]1[CH:35]=[CH:34][CH:33]=[N:32][C:31]=1[CH3:36].O1CCOCC1, predict the reaction product. The product is: [C:18]([C:15]1[CH:16]=[CH:17][C:12]([S:9]([NH:8][C:7]2[C:2]([C:29]([C:30]3[C:31]([CH3:36])=[N:32][CH:33]=[CH:34][CH:35]=3)=[O:37])=[N:3][CH:4]=[C:5]([Cl:25])[CH:6]=2)(=[O:10])=[O:11])=[CH:13][CH:14]=1)([CH3:21])([CH3:19])[CH3:20].